From a dataset of NCI-60 drug combinations with 297,098 pairs across 59 cell lines. Regression. Given two drug SMILES strings and cell line genomic features, predict the synergy score measuring deviation from expected non-interaction effect. (1) Drug 1: CC1=C(C(CCC1)(C)C)C=CC(=CC=CC(=CC(=O)O)C)C. Drug 2: C1C(C(OC1N2C=NC(=NC2=O)N)CO)O. Cell line: CCRF-CEM. Synergy scores: CSS=32.7, Synergy_ZIP=-4.28, Synergy_Bliss=-2.37, Synergy_Loewe=-3.81, Synergy_HSA=3.54. (2) Drug 1: CC(CN1CC(=O)NC(=O)C1)N2CC(=O)NC(=O)C2. Drug 2: C#CCC(CC1=CN=C2C(=N1)C(=NC(=N2)N)N)C3=CC=C(C=C3)C(=O)NC(CCC(=O)O)C(=O)O. Cell line: MDA-MB-435. Synergy scores: CSS=0.880, Synergy_ZIP=-4.26, Synergy_Bliss=-6.45, Synergy_Loewe=-8.41, Synergy_HSA=-6.88. (3) Drug 1: CCC1(CC2CC(C3=C(CCN(C2)C1)C4=CC=CC=C4N3)(C5=C(C=C6C(=C5)C78CCN9C7C(C=CC9)(C(C(C8N6C=O)(C(=O)OC)O)OC(=O)C)CC)OC)C(=O)OC)O.OS(=O)(=O)O. Drug 2: COC1=C2C(=CC3=C1OC=C3)C=CC(=O)O2. Cell line: NCIH23. Synergy scores: CSS=5.66, Synergy_ZIP=-6.80, Synergy_Bliss=-10.6, Synergy_Loewe=-32.0, Synergy_HSA=-10.5. (4) Drug 1: CS(=O)(=O)C1=CC(=C(C=C1)C(=O)NC2=CC(=C(C=C2)Cl)C3=CC=CC=N3)Cl. Drug 2: CS(=O)(=O)OCCCCOS(=O)(=O)C. Cell line: U251. Synergy scores: CSS=12.1, Synergy_ZIP=-4.82, Synergy_Bliss=-4.11, Synergy_Loewe=-3.94, Synergy_HSA=-3.20. (5) Drug 1: C1=NC2=C(N1)C(=S)N=C(N2)N. Drug 2: CCN(CC)CCCC(C)NC1=C2C=C(C=CC2=NC3=C1C=CC(=C3)Cl)OC. Cell line: A549. Synergy scores: CSS=43.9, Synergy_ZIP=1.95, Synergy_Bliss=8.62, Synergy_Loewe=-10.4, Synergy_HSA=9.01. (6) Drug 1: CS(=O)(=O)C1=CC(=C(C=C1)C(=O)NC2=CC(=C(C=C2)Cl)C3=CC=CC=N3)Cl. Cell line: HOP-92. Synergy scores: CSS=7.99, Synergy_ZIP=-0.414, Synergy_Bliss=3.84, Synergy_Loewe=3.91, Synergy_HSA=3.39. Drug 2: CC(C)CN1C=NC2=C1C3=CC=CC=C3N=C2N. (7) Drug 1: C1CC(=O)NC(=O)C1N2CC3=C(C2=O)C=CC=C3N. Drug 2: CC(C1=C(C=CC(=C1Cl)F)Cl)OC2=C(N=CC(=C2)C3=CN(N=C3)C4CCNCC4)N. Cell line: SF-539. Synergy scores: CSS=2.19, Synergy_ZIP=-2.33, Synergy_Bliss=-2.85, Synergy_Loewe=-1.77, Synergy_HSA=-1.78. (8) Drug 1: C1CC(=O)NC(=O)C1N2CC3=C(C2=O)C=CC=C3N. Drug 2: CN(CCCl)CCCl.Cl. Cell line: RXF 393. Synergy scores: CSS=13.8, Synergy_ZIP=-0.643, Synergy_Bliss=0.293, Synergy_Loewe=-5.83, Synergy_HSA=2.15. (9) Drug 1: CCN(CC)CCNC(=O)C1=C(NC(=C1C)C=C2C3=C(C=CC(=C3)F)NC2=O)C. Drug 2: CCC1=C2N=C(C=C(N2N=C1)NCC3=C[N+](=CC=C3)[O-])N4CCCCC4CCO. Cell line: NCI-H460. Synergy scores: CSS=70.7, Synergy_ZIP=8.54, Synergy_Bliss=7.59, Synergy_Loewe=8.10, Synergy_HSA=9.97.